Task: Predict the reactants needed to synthesize the given product.. Dataset: Full USPTO retrosynthesis dataset with 1.9M reactions from patents (1976-2016) (1) Given the product [CH:13]([CH:14]([CH2:26][CH2:27][C:28]1[CH:37]=[CH:36][C:31]([C:32]([O:34][CH3:35])=[O:33])=[CH:30][CH:29]=1)[CH2:15][C:16]1[CH:25]=[CH:24][C:19]([C:20]([O:22][CH3:23])=[O:21])=[CH:18][CH:17]=1)=[O:12], predict the reactants needed to synthesize it. The reactants are: [Cr](Cl)([O-])(=O)=O.[NH+]1C=CC=CC=1.[OH:12][CH2:13][CH:14]([CH2:26][CH2:27][C:28]1[CH:37]=[CH:36][C:31]([C:32]([O:34][CH3:35])=[O:33])=[CH:30][CH:29]=1)[CH2:15][C:16]1[CH:25]=[CH:24][C:19]([C:20]([O:22][CH3:23])=[O:21])=[CH:18][CH:17]=1. (2) Given the product [CH2:21]([C:18]1[CH:17]=[N:16][C:15]([N:12]2[CH2:13][CH2:14][CH:9]([C:7]3[NH:6][C:5]4[CH:23]=[CH:24][C:2]([C:27]5[CH:28]=[CH:29][C:30]([S:32]([CH3:35])(=[O:34])=[O:33])=[CH:31][C:26]=5[F:25])=[CH:3][C:4]=4[N:8]=3)[CH2:10][CH2:11]2)=[N:20][CH:19]=1)[CH3:22], predict the reactants needed to synthesize it. The reactants are: Br[C:2]1[CH:24]=[CH:23][C:5]2[NH:6][C:7]([CH:9]3[CH2:14][CH2:13][N:12]([C:15]4[N:20]=[CH:19][C:18]([CH2:21][CH3:22])=[CH:17][N:16]=4)[CH2:11][CH2:10]3)=[N:8][C:4]=2[CH:3]=1.[F:25][C:26]1[CH:31]=[C:30]([S:32]([CH3:35])(=[O:34])=[O:33])[CH:29]=[CH:28][C:27]=1B1OC(C)(C)C(C)(C)O1. (3) Given the product [CH:1]1([N:7]([C@H:24]2[CH2:29][CH2:28][C@H:27]([CH3:30])[CH2:26][CH2:25]2)[C:8](=[O:23])[NH:9][C:10]2[S:14][C:13]([S:15]([N:18]([CH2:19][C:20]([OH:22])=[O:21])[CH3:31])(=[O:17])=[O:16])=[N:12][N:11]=2)[CH2:6][CH2:5][CH2:4][CH2:3][CH2:2]1, predict the reactants needed to synthesize it. The reactants are: [CH:1]1([N:7]([C@H:24]2[CH2:29][CH2:28][C@H:27]([CH3:30])[CH2:26][CH2:25]2)[C:8](=[O:23])[NH:9][C:10]2[S:14][C:13]([S:15]([NH:18][CH2:19][C:20]([OH:22])=[O:21])(=[O:17])=[O:16])=[N:12][N:11]=2)[CH2:6][CH2:5][CH2:4][CH2:3][CH2:2]1.[CH:31]1(N[C@H]2CC[C@H](C)CC2)CCCCC1.C(OC(=O)CN(S(C1SC(N)=NN=1)(=O)=O)C)C. (4) The reactants are: [C:1]([O:5][C:6]([N:8]([CH2:15][C:16]1[CH:17]=[C:18]([CH:23]=[CH:24][CH:25]=1)[C:19]([O:21]C)=[O:20])[CH:9]1[CH2:14][CH2:13][O:12][CH2:11][CH2:10]1)=[O:7])([CH3:4])([CH3:3])[CH3:2].[OH-].[Na+]. Given the product [C:1]([O:5][C:6]([N:8]([CH2:15][C:16]1[CH:17]=[C:18]([CH:23]=[CH:24][CH:25]=1)[C:19]([OH:21])=[O:20])[CH:9]1[CH2:10][CH2:11][O:12][CH2:13][CH2:14]1)=[O:7])([CH3:4])([CH3:2])[CH3:3], predict the reactants needed to synthesize it. (5) Given the product [C:1]([C:5]1[S:9]/[C:8](=[N:10]\[C:11]([C:12]2[CH:17]=[C:16]([C:18]([F:21])([F:20])[F:19])[CH:15]=[CH:14][C:13]=2[O:22][CH2:23][C@@H:24]2[CH2:28][CH2:27][CH2:26][N:25]2[CH3:29])=[S:46])/[N:7]([CH2:31][C@H:32]2[CH2:36][CH2:35][CH2:34][O:33]2)[CH:6]=1)([CH3:4])([CH3:3])[CH3:2], predict the reactants needed to synthesize it. The reactants are: [C:1]([C:5]1[S:9]/[C:8](=[N:10]\[C:11](=O)[C:12]2[CH:17]=[C:16]([C:18]([F:21])([F:20])[F:19])[CH:15]=[CH:14][C:13]=2[O:22][CH2:23][C@@H:24]2[CH2:28][CH2:27][CH2:26][N:25]2[CH3:29])/[N:7]([CH2:31][C@H:32]2[CH2:36][CH2:35][CH2:34][O:33]2)[CH:6]=1)([CH3:4])([CH3:3])[CH3:2].COC1C=CC(P2(SP(C3C=CC(OC)=CC=3)(=S)S2)=[S:46])=CC=1. (6) Given the product [O:1]=[C:2]1[N:7]([C:8]2[CH:9]=[CH:10][CH:11]=[CH:12][CH:13]=2)[C:6]([C:14]2[CH:15]=[N:16][CH:17]=[CH:18][CH:19]=2)=[N:5][CH:4]=[C:3]1[C:20]([OH:22])=[O:21], predict the reactants needed to synthesize it. The reactants are: [O:1]=[C:2]1[N:7]([C:8]2[CH:13]=[CH:12][CH:11]=[CH:10][CH:9]=2)[C:6]([C:14]2[CH:15]=[N:16][CH:17]=[CH:18][CH:19]=2)=[N:5][CH:4]=[C:3]1[C:20]([O:22]CC)=[O:21].[I-].[Li+].